Dataset: Reaction yield outcomes from USPTO patents with 853,638 reactions. Task: Predict the reaction yield, written as a fraction of the theoretical maximum amount of product (1.0 means a 100% yield; for example, 0.34 means a 34% yield). (1) The reactants are FC1C=C(F)C=CC=1C1C=C(COS(C)(=O)=O)C(=O)N(CC(C)C)N=1.[CH:26]1([CH2:29][N:30]2[C:35](=[O:36])[C:34]([C:37]([O:39]C)=[O:38])=[CH:33][C:32]([C:41]3[CH:46]=[CH:45][C:44]([S:47][CH3:48])=[CH:43][CH:42]=3)=[N:31]2)[CH2:28][CH2:27]1. No catalyst specified. The product is [C:37]([C:34]1[C:35](=[O:36])[N:30]([CH2:29][CH:26]2[CH2:28][CH2:27]2)[N:31]=[C:32]([C:41]2[CH:46]=[CH:45][C:44]([S:47][CH3:48])=[CH:43][CH:42]=2)[CH:33]=1)([OH:39])=[O:38]. The yield is 0.982. (2) The reactants are [NH:1]1[CH2:5][CH2:4][CH2:3][CH2:2]1.Br[CH:7]([CH3:11])[C:8]([NH2:10])=[O:9]. The catalyst is CO. The product is [N:1]1([CH2:11][CH2:7][C:8]([NH2:10])=[O:9])[CH2:5][CH2:4][CH2:3][CH2:2]1. The yield is 0.171. (3) The product is [CH3:14][NH:15][C:2]1[C:7]([C:8]([O:10][CH2:11][CH3:12])=[S:9])=[CH:6][N:5]=[C:4]([CH3:13])[N:3]=1. The reactants are Cl[C:2]1[C:7]([C:8]([O:10][CH2:11][CH3:12])=[S:9])=[CH:6][N:5]=[C:4]([CH3:13])[N:3]=1.[CH3:14][NH2:15].O. The yield is 0.970. The catalyst is ClCCl.C(O)C. (4) The reactants are [Cl:1][C:2]1[CH:7]=[C:6](Br)[CH:5]=[CH:4][N:3]=1.[CH3:9][NH:10][C@@H:11]1[CH2:15][CH2:14][NH:13][CH2:12]1.CC(C)([O-])C.[Na+].C1(P(C2C=CC=CC=2)C2C3OC4C(=CC=CC=4P(C4C=CC=CC=4)C4C=CC=CC=4)C(C)(C)C=3C=CC=2)C=CC=CC=1. The catalyst is C1(C)C=CC=CC=1.O.C1C=CC(/C=C/C(/C=C/C2C=CC=CC=2)=O)=CC=1.C1C=CC(/C=C/C(/C=C/C2C=CC=CC=2)=O)=CC=1.C1C=CC(/C=C/C(/C=C/C2C=CC=CC=2)=O)=CC=1.[Pd].[Pd]. The product is [Cl:1][C:2]1[CH:7]=[C:6]([N:13]2[CH2:14][CH2:15][C@@H:11]([NH:10][CH3:9])[CH2:12]2)[CH:5]=[CH:4][N:3]=1. The yield is 0.300.